The task is: Predict the product of the given reaction.. This data is from Forward reaction prediction with 1.9M reactions from USPTO patents (1976-2016). (1) Given the reactants [CH3:1][O:2][C:3]1[CH:8]=[CH:7][C:6]([N+:9]([O-:11])=[O:10])=[CH:5][C:4]=1[OH:12].N1C=CN=C1.[Si:18](Cl)([C:21]([CH3:24])([CH3:23])[CH3:22])([CH3:20])[CH3:19], predict the reaction product. The product is: [Si:18]([O:12][C:4]1[CH:5]=[C:6]([N+:9]([O-:11])=[O:10])[CH:7]=[CH:8][C:3]=1[O:2][CH3:1])([C:21]([CH3:24])([CH3:23])[CH3:22])([CH3:20])[CH3:19]. (2) Given the reactants C([O:5][C:6](=[O:26])[CH:7]([CH2:17][C:18]1[CH:23]=[CH:22][C:21]([Br:24])=[CH:20][C:19]=1[F:25])[CH2:8][NH:9][C:10]([O:12][C:13]([CH3:16])([CH3:15])[CH3:14])=[O:11])(C)(C)C, predict the reaction product. The product is: [Br:24][C:21]1[CH:22]=[CH:23][C:18]([CH2:17][CH:7]([CH2:8][NH:9][C:10]([O:12][C:13]([CH3:15])([CH3:16])[CH3:14])=[O:11])[C:6]([OH:26])=[O:5])=[C:19]([F:25])[CH:20]=1.